Dataset: Catalyst prediction with 721,799 reactions and 888 catalyst types from USPTO. Task: Predict which catalyst facilitates the given reaction. (1) Reactant: C(OC([N:8]1[CH2:15][CH2:14][CH:13]2[CH:10]([N:11]([C:16]3[CH:25]=[N:24][C:23]4[C:18](=[CH:19][CH:20]=[CH:21][CH:22]=4)[N:17]=3)[CH2:12]2)[CH2:9]1)=O)(C)(C)C.FC(F)(F)C(O)=O. Product: [CH:10]12[N:11]([C:16]3[CH:25]=[N:24][C:23]4[C:18](=[CH:19][CH:20]=[CH:21][CH:22]=4)[N:17]=3)[CH2:12][CH:13]1[CH2:14][CH2:15][NH:8][CH2:9]2. The catalyst class is: 12. (2) Reactant: C(CCC1C(CCCCCCOC2C=C(C3C=CC(F)=C(F)C=3)C=C(C(=O)N(C)C)C=2)=CC=CC=1OCCCC(O)=O)(O)=O.C([O:47][C:48](=[O:98])[CH2:49][CH2:50][CH2:51][O:52][C:53]1[CH:58]=[CH:57][CH:56]=[C:55]([CH2:59][CH2:60][CH2:61][CH2:62][CH2:63][CH2:64][O:65][C:66]2[CH:71]=[C:70]([C:72]3[CH:76]=[CH:75][S:74][CH:73]=3)[CH:69]=[C:68]([C:77](=[O:90])[NH:78][CH2:79][C:80]3[CH:85]=[CH:84][CH:83]=[CH:82][C:81]=3[O:86][CH:87]([F:89])[F:88])[CH:67]=2)[C:54]=1[CH2:91][CH2:92][C:93]([O:95]CC)=[O:94])C.[OH-].[Na+]. Product: [C:93]([CH2:92][CH2:91][C:54]1[C:55]([CH2:59][CH2:60][CH2:61][CH2:62][CH2:63][CH2:64][O:65][C:66]2[CH:71]=[C:70]([C:72]3[CH:76]=[CH:75][S:74][CH:73]=3)[CH:69]=[C:68]([C:77](=[O:90])[NH:78][CH2:79][C:80]3[CH:85]=[CH:84][CH:83]=[CH:82][C:81]=3[O:86][CH:87]([F:88])[F:89])[CH:67]=2)=[CH:56][CH:57]=[CH:58][C:53]=1[O:52][CH2:51][CH2:50][CH2:49][C:48]([OH:98])=[O:47])([OH:95])=[O:94]. The catalyst class is: 242. (3) Reactant: C[O:2][C:3](=[O:23])[C:4]1[C:9]([O:10][CH2:11][CH2:12][CH:13]=[CH2:14])=[CH:8][CH:7]=[CH:6][C:5]=1[O:15][CH2:16][C:17]1[CH:22]=[CH:21][CH:20]=[CH:19][CH:18]=1.[OH-].[Na+]. Product: [CH2:16]([O:15][C:5]1[CH:6]=[CH:7][CH:8]=[C:9]([O:10][CH2:11][CH2:12][CH:13]=[CH2:14])[C:4]=1[C:3]([OH:23])=[O:2])[C:17]1[CH:18]=[CH:19][CH:20]=[CH:21][CH:22]=1. The catalyst class is: 799. (4) Reactant: [C:1]([O:9][CH:10]1[CH2:15][CH2:14][NH:13][CH2:12][CH:11]1[F:16])(=[O:8])[C:2]1[CH:7]=[CH:6][CH:5]=[CH:4][CH:3]=1.Cl[CH2:18][C@H:19]([OH:23])[CH2:20][C:21]#[N:22].C(=O)([O-])O.[Na+]. Product: [C:1]([O:9][CH:10]1[CH2:15][CH2:14][N:13]([CH2:18][C@H:19]([OH:23])[CH2:20][C:21]#[N:22])[CH2:12][CH:11]1[F:16])(=[O:8])[C:2]1[CH:3]=[CH:4][CH:5]=[CH:6][CH:7]=1. The catalyst class is: 8. (5) Reactant: [CH:1]12[CH2:8][CH2:7][CH:4]([CH:5]=[CH:6]1)[CH:3]=[C:2]2[C:9]([OH:11])=[O:10]. Product: [CH:1]12[CH2:6][CH2:5][CH:4]([CH2:7][CH2:8]1)[CH:3]=[C:2]2[C:9]([OH:11])=[O:10]. The catalyst class is: 99.